From a dataset of Peptide-MHC class I binding affinity with 185,985 pairs from IEDB/IMGT. Regression. Given a peptide amino acid sequence and an MHC pseudo amino acid sequence, predict their binding affinity value. This is MHC class I binding data. (1) The peptide sequence is MCFHQHLMY. The MHC is HLA-A11:01 with pseudo-sequence HLA-A11:01. The binding affinity (normalized) is 0.165. (2) The peptide sequence is FILLLCLIFL. The MHC is HLA-A68:01 with pseudo-sequence HLA-A68:01. The binding affinity (normalized) is 0.172. (3) The peptide sequence is IMRNFLRSI. The MHC is HLA-A02:01 with pseudo-sequence HLA-A02:01. The binding affinity (normalized) is 0.295.